Dataset: Forward reaction prediction with 1.9M reactions from USPTO patents (1976-2016). Task: Predict the product of the given reaction. (1) The product is: [CH2:11]([O:6][C:5](=[O:7])[CH2:4][CH:3]([CH2:8][I:9])[CH2:2][I:1])[CH3:12]. Given the reactants [I:1][CH2:2][CH:3]([CH2:8][I:9])[CH2:4][C:5]([OH:7])=[O:6].Cl.[CH2:11](O)[CH3:12], predict the reaction product. (2) The product is: [F:39][C:36]([F:37])([F:38])[C:32]1[CH:31]=[C:30]([S:27]([C:23]2[CH:24]=[N:25][C:26]3[C:21]([CH:22]=2)=[CH:20][CH:19]=[CH:18][C:17]=3[N:7]2[CH2:6][CH:3]3[CH:2]([N:1]([C:9]([O:11][C:12]([CH3:15])([CH3:14])[CH3:13])=[O:10])[CH2:5][CH2:4]3)[CH2:8]2)(=[O:29])=[O:28])[CH:35]=[CH:34][CH:33]=1. Given the reactants [N:1]1([C:9]([O:11][C:12]([CH3:15])([CH3:14])[CH3:13])=[O:10])[CH2:5][CH2:4][CH:3]2[CH2:6][NH:7][CH2:8][CH:2]12.I[C:17]1[CH:18]=[CH:19][CH:20]=[C:21]2[C:26]=1[N:25]=[CH:24][C:23]([S:27]([C:30]1[CH:35]=[CH:34][CH:33]=[C:32]([C:36]([F:39])([F:38])[F:37])[CH:31]=1)(=[O:29])=[O:28])=[CH:22]2, predict the reaction product. (3) Given the reactants [CH2:1]([C:3]1([CH2:14][CH3:15])[O:8][C:7](=[O:9])[NH:6][C:5]2[CH:10]=[CH:11][CH:12]=[CH:13][C:4]1=2)[CH3:2].S(=O)(=O)(O)O.[N+:21]([O-])([OH:23])=[O:22], predict the reaction product. The product is: [CH2:14]([C:3]1([CH2:1][CH3:2])[C:4]2[CH:13]=[C:12]([N+:21]([O-:23])=[O:22])[CH:11]=[CH:10][C:5]=2[NH:6][C:7](=[O:9])[O:8]1)[CH3:15].